Dataset: Catalyst prediction with 721,799 reactions and 888 catalyst types from USPTO. Task: Predict which catalyst facilitates the given reaction. Product: [CH:38]1([CH2:37][C:36]2[NH:9][C:8]([C:11]3[CH:16]=[CH:15][C:14]([C:17]4[C:18]([CH3:32])=[CH:19][C:20]([O:23][CH2:24][C:25]([CH3:30])([CH3:31])[C:26]([O:28][CH3:29])=[O:27])=[N:21][CH:22]=4)=[CH:13][C:12]=3[F:33])=[N:10][CH:35]=2)[CH2:40][CH2:39]1. Reactant: C(Cl)Cl.C(O)(=O)C.[C:8]([C:11]1[CH:16]=[CH:15][C:14]([C:17]2[C:18]([CH3:32])=[CH:19][C:20]([O:23][CH2:24][C:25]([CH3:31])([CH3:30])[C:26]([O:28][CH3:29])=[O:27])=[N:21][CH:22]=2)=[CH:13][C:12]=1[F:33])(=[NH:10])[NH2:9].Br[CH2:35][C:36](=O)[CH2:37][CH:38]1[CH2:40][CH2:39]1.C(=O)([O-])[O-].[K+].[K+]. The catalyst class is: 170.